Dataset: Forward reaction prediction with 1.9M reactions from USPTO patents (1976-2016). Task: Predict the product of the given reaction. (1) Given the reactants [Cl:1][C:2]1[N:7]=[C:6](N)[C:5]([CH3:9])=[CH:4][N:3]=1.Cl[C:11]1[C:20]2[C:15](=[CH:16][CH:17]=[CH:18][CH:19]=2)[CH:14]=[CH:13][N:12]=1.C([O-])([O-])=O.[Cs+].[Cs+], predict the reaction product. The product is: [Cl:1][C:2]1[N:7]=[C:6]([C:11]2[C:20]3[C:15](=[CH:16][CH:17]=[CH:18][CH:19]=3)[CH:14]=[CH:13][N:12]=2)[C:5]([CH3:9])=[CH:4][N:3]=1. (2) Given the reactants [Cl:1][C:2]1[CH:3]=[C:4]([CH:9]=[CH:10][CH:11]=1)[C:5]([NH:7][NH2:8])=[O:6].N1C=CC=CC=1.[N+:18]([C:21]1[CH:22]=[C:23]([CH:27]=[CH:28][CH:29]=1)[C:24](Cl)=[O:25])([O-:20])=[O:19], predict the reaction product. The product is: [Cl:1][C:2]1[CH:3]=[C:4]([CH:9]=[CH:10][CH:11]=1)[C:5]([NH:7][NH:8][C:24]([C:23]1[CH:27]=[CH:28][CH:29]=[C:21]([N+:18]([O-:20])=[O:19])[CH:22]=1)=[O:25])=[O:6]. (3) Given the reactants [CH3:1][N:2]1[C:6](O)=[N:5][C:4]([C:8]2[CH:9]=[N:10][CH:11]=[CH:12][CH:13]=2)=[N:3]1.P(Br)(Br)([Br:16])=O, predict the reaction product. The product is: [Br:16][C:6]1[N:2]([CH3:1])[N:3]=[C:4]([C:8]2[CH:9]=[N:10][CH:11]=[CH:12][CH:13]=2)[N:5]=1. (4) Given the reactants [CH2:1]([NH:3][CH2:4][CH3:5])[CH3:2].[O:6]1CC[O:9][CH2:8][CH2:7]1.[C:12](OCC)(=O)[CH3:13], predict the reaction product. The product is: [CH2:1]([N:3]([CH2:12][CH3:13])[CH2:4][CH2:5][CH:8]([OH:9])[CH2:7][OH:6])[CH3:2].